Dataset: Forward reaction prediction with 1.9M reactions from USPTO patents (1976-2016). Task: Predict the product of the given reaction. (1) Given the reactants C([O:8][NH:9][C:10](=[O:33])[C:11]([N:17]([C:19]([C:21]1[CH:26]=[CH:25][C:24]([C:27]2[CH:32]=[CH:31][CH:30]=[CH:29][CH:28]=2)=[CH:23][CH:22]=1)=[O:20])[CH3:18])([CH3:16])[C:12]([NH:14][CH3:15])=[O:13])C1C=CC=CC=1.[H][H], predict the reaction product. The product is: [C:24]1([C:27]2[CH:28]=[CH:29][CH:30]=[CH:31][CH:32]=2)[CH:23]=[CH:22][C:21]([C:19]([N:17]([CH3:18])[C:11]([CH3:16])([C:12]([NH:14][CH3:15])=[O:13])[C:10]([NH:9][OH:8])=[O:33])=[O:20])=[CH:26][CH:25]=1. (2) The product is: [F:21][C:18]1[CH:17]=[CH:16][C:15]([CH2:14][NH:13][C:11]([C:9]2[N:10]=[C:5]([CH2:4][CH:3]=[O:2])[N:6]([CH3:24])[C:7](=[O:23])[C:8]=2[OH:22])=[O:12])=[CH:20][CH:19]=1. Given the reactants C[O:2][CH:3](OC)[CH2:4][C:5]1[N:6]([CH3:24])[C:7](=[O:23])[C:8]([OH:22])=[C:9]([C:11]([NH:13][CH2:14][C:15]2[CH:20]=[CH:19][C:18]([F:21])=[CH:17][CH:16]=2)=[O:12])[N:10]=1.Cl, predict the reaction product.